From a dataset of Full USPTO retrosynthesis dataset with 1.9M reactions from patents (1976-2016). Predict the reactants needed to synthesize the given product. The reactants are: [CH2:1]([O:8][CH2:9][C@@H:10]1[O:18][CH2:17][C:13]2=[N:14][O:15][CH2:16][C@@H:12]2[CH2:11]1)[C:2]1[CH:7]=[CH:6][CH:5]=[CH:4][CH:3]=1.[Br:19][C:20]1[CH:25]=[CH:24][C:23]([F:26])=[C:22](I)[CH:21]=1.C([Li])CCC.[Cl-].[NH4+]. Given the product [CH2:1]([O:8][CH2:9][C@@H:10]1[O:18][CH2:17][C@:13]2([C:24]3[CH:25]=[C:20]([Br:19])[CH:21]=[CH:22][C:23]=3[F:26])[NH:14][O:15][CH2:16][C@@H:12]2[CH2:11]1)[C:2]1[CH:7]=[CH:6][CH:5]=[CH:4][CH:3]=1, predict the reactants needed to synthesize it.